From a dataset of Catalyst prediction with 721,799 reactions and 888 catalyst types from USPTO. Predict which catalyst facilitates the given reaction. Reactant: [CH2:1]([O:3][C:4](=[O:12])[CH:5]=[C:6]([NH:8][CH:9]1[CH2:11][CH2:10]1)[CH3:7])[CH3:2].[C:13]1(=O)[CH:18]=[CH:17][C:16](=[O:19])[CH:15]=[CH:14]1. Product: [CH2:1]([O:3][C:4]([C:5]1[C:18]2[C:13](=[CH:14][CH:15]=[C:16]([OH:19])[CH:17]=2)[N:8]([CH:9]2[CH2:11][CH2:10]2)[C:6]=1[CH3:7])=[O:12])[CH3:2]. The catalyst class is: 15.